This data is from Retrosynthesis with 50K atom-mapped reactions and 10 reaction types from USPTO. The task is: Predict the reactants needed to synthesize the given product. (1) Given the product CC(C)(F)C[C@H](N[C@@H](c1ccc(-c2ccc(C(O)C(F)(F)F)cc2)cc1)C(F)(F)F)C(=O)NC1(C#N)CC1, predict the reactants needed to synthesize it. The reactants are: CC(C)(F)C[C@H](N[C@@H](c1ccc(B2OC(C)(C)C(C)(C)O2)cc1)C(F)(F)F)C(=O)NC1(C#N)CC1.OC(c1ccc(Br)cc1)C(F)(F)F. (2) The reactants are: COC(=O)CCCCc1nc(-c2ccccc2OC)no1. Given the product COc1ccccc1-c1noc(CCCCC(=O)O)n1, predict the reactants needed to synthesize it. (3) Given the product CC1(C(=O)c2c[nH]c3ncc(-c4cccc(N5CCN(C(=O)CC#N)CC5)c4)nc23)CCCCC1, predict the reactants needed to synthesize it. The reactants are: CC1(C(=O)c2c[nH]c3ncc(-c4cccc(N5CCNCC5)c4)nc23)CCCCC1.N#CCC(=O)O. (4) Given the product COC1(OC)CCn2c(CN3CCC(c4ccc(F)cc4)CC3)nc3cc(F)cc1c32, predict the reactants needed to synthesize it. The reactants are: COC1(OC)CCn2c(CCl)nc3cc(F)cc1c32.Fc1ccc(C2CCNCC2)cc1. (5) Given the product N#Cc1ccc(NN)nc1, predict the reactants needed to synthesize it. The reactants are: N#Cc1ccc(Cl)nc1.NN. (6) Given the product COc1cccc(CCN2CCCC[C@@H]2CO)c1, predict the reactants needed to synthesize it. The reactants are: COc1cccc(CCOS(C)(=O)=O)c1.OC[C@H]1CCCCN1. (7) Given the product CCOC(=O)Cc1ccc(NC(=O)[C@@H](Cc2ccccc2)NS(=O)(=O)c2ccc(Br)cc2)cc1, predict the reactants needed to synthesize it. The reactants are: CCOC(=O)Cc1ccc(N)cc1.O=C(O)[C@@H](Cc1ccccc1)NS(=O)(=O)c1ccc(Br)cc1. (8) Given the product COc1ccc(C=C2CCN(C(=O)c3nc4ccc(O)cc4[nH]3)CC2)cc1, predict the reactants needed to synthesize it. The reactants are: COc1ccc(C=C2CCNCC2)cc1.O=C(O)c1nc2ccc(O)cc2[nH]1. (9) Given the product Cc1cc(/C(C[C@H](c2ccccc2)c2ccccc2C)=N/O)ccn1, predict the reactants needed to synthesize it. The reactants are: Cc1cc(C(=O)C[C@H](c2ccccc2)c2ccccc2C)ccn1.NO.